This data is from Catalyst prediction with 721,799 reactions and 888 catalyst types from USPTO. The task is: Predict which catalyst facilitates the given reaction. (1) Reactant: [I:1]N1C(=O)CCC1=O.[Si:9]([O:16][CH2:17][C@@H:18]([N:20]1[C:24]2[N:25]=[CH:26][N:27]=[CH:28][C:23]=2[CH:22]=[CH:21]1)[CH3:19])([C:12]([CH3:15])([CH3:14])[CH3:13])([CH3:11])[CH3:10].S([O-])([O-])(=O)=S.[Na+].[Na+]. Product: [Si:9]([O:16][CH2:17][C@@H:18]([N:20]1[C:24]2[N:25]=[CH:26][N:27]=[CH:28][C:23]=2[C:22]([I:1])=[CH:21]1)[CH3:19])([C:12]([CH3:13])([CH3:14])[CH3:15])([CH3:10])[CH3:11]. The catalyst class is: 10. (2) Reactant: [Cl:1][C:2]1[CH:3]=[CH:4][C:5]([C:25]#[N:26])=[C:6]([S:8][C@@H:9]([C:19]2[CH:24]=[CH:23][CH:22]=[CH:21][CH:20]=2)[CH2:10][NH:11][C:12](=[O:18])[O:13][C:14]([CH3:17])([CH3:16])[CH3:15])[CH:7]=1.[H-].[Na+].I[CH3:30].O. The catalyst class is: 1. Product: [Cl:1][C:2]1[CH:3]=[CH:4][C:5]([C:25]#[N:26])=[C:6]([S:8][C@@H:9]([C:19]2[CH:20]=[CH:21][CH:22]=[CH:23][CH:24]=2)[CH2:10][N:11]([CH3:30])[C:12](=[O:18])[O:13][C:14]([CH3:17])([CH3:15])[CH3:16])[CH:7]=1. (3) Reactant: [N+:1]([C:4]1[CH:5]=[C:6]2[C:11](=[CH:12][CH:13]=1)[NH:10][C:9](=O)[NH:8][C:7]2=O)([O-:3])=[O:2].P(Cl)(Cl)([Cl:18])=O.[CH2:21]([NH2:28])[C:22]1[CH:27]=[CH:26][CH:25]=[CH:24][CH:23]=1. Product: [Cl:18][C:9]1[N:8]=[C:7]([NH:28][CH2:21][C:22]2[CH:27]=[CH:26][CH:25]=[CH:24][CH:23]=2)[C:6]2[C:11](=[CH:12][CH:13]=[C:4]([N+:1]([O-:3])=[O:2])[CH:5]=2)[N:10]=1. The catalyst class is: 6.